Dataset: Full USPTO retrosynthesis dataset with 1.9M reactions from patents (1976-2016). Task: Predict the reactants needed to synthesize the given product. (1) The reactants are: [N:1]([CH2:4]/[C:5](=[N:9]\[NH:10][C:11]1[S:12][CH:13]=[C:14]([C:16]2[CH:21]=[CH:20][C:19]([Cl:22])=[C:18]([Cl:23])[CH:17]=2)[N:15]=1)/[C:6]([OH:8])=[O:7])=[N+:2]=[N-:3].C([N:27](C(C)C)CC)(C)C.[C:33]([C:35]1[CH:40]=[CH:39][CH:38]=[CH:37][N:36]=1)#[CH:34]. Given the product [Cl:23][C:18]1[CH:17]=[C:16]([C:14]2[N:15]=[C:11]([NH:10]/[N:9]=[C:5](\[CH2:4][N:1]3[CH:34]=[C:33]([C:35]4[CH:40]=[CH:39][CH:38]=[CH:37][N:36]=4)[N:3]=[N:2]3)/[C:6]([O-:8])=[O:7])[S:12][CH:13]=2)[CH:21]=[CH:20][C:19]=1[Cl:22].[NH4+:27], predict the reactants needed to synthesize it. (2) Given the product [O:9]([CH2:8][C:5]1[CH:6]=[CH:7][C:2]([CH2:1][OH:17])=[N:3][CH:4]=1)[C:10]1[CH:15]=[CH:14][CH:13]=[CH:12][CH:11]=1, predict the reactants needed to synthesize it. The reactants are: [CH3:1][C:2]1[CH:7]=[CH:6][C:5]([CH2:8][O:9][C:10]2[CH:15]=[CH:14][CH:13]=[CH:12][CH:11]=2)=[CH:4][N:3]=1.Cl[O:17]OC1C=C(C=CC=1)C(O)=O.C(=O)(O)[O-].[Na+]. (3) Given the product [CH3:2][O:3][CH2:4][CH2:5][C:6]1[N:8]=[C:15]([NH2:16])[S:14][N:7]=1, predict the reactants needed to synthesize it. The reactants are: Cl.[CH3:2][O:3][CH2:4][CH2:5][C:6]([NH2:8])=[NH:7].BrBr.C[O-].[Na+].[S-:14][C:15]#[N:16].[K+].